From a dataset of Full USPTO retrosynthesis dataset with 1.9M reactions from patents (1976-2016). Predict the reactants needed to synthesize the given product. (1) Given the product [C:24]([O:28][C:29]([N:31]1[CH2:36][CH2:35][N:34]([C:10]2[C:9]3[C:4](=[CH:5][C:6]([O:15][CH3:16])=[C:7]([O:13][CH3:14])[CH:8]=3)[N:3]=[C:2]([Cl:1])[N:11]=2)[CH2:33][CH2:32]1)=[O:30])([CH3:27])([CH3:25])[CH3:26], predict the reactants needed to synthesize it. The reactants are: [Cl:1][C:2]1[N:11]=[C:10](Cl)[C:9]2[C:4](=[CH:5][C:6]([O:15][CH3:16])=[C:7]([O:13][CH3:14])[CH:8]=2)[N:3]=1.C(N(CC)CC)C.[C:24]([O:28][C:29]([N:31]1[CH2:36][CH2:35][NH:34][CH2:33][CH2:32]1)=[O:30])([CH3:27])([CH3:26])[CH3:25].[Cl-].[Na+]. (2) Given the product [S:8]([OH:35])([O:11][N:12]1[C:18](=[O:19])[N:17]2[CH2:20][C@H:13]1[CH2:14][CH2:15][C@H:16]2[C:21]1[S:22][C:23]([CH2:26][NH2:27])=[N:24][N:25]=1)(=[O:9])=[O:10], predict the reactants needed to synthesize it. The reactants are: C(O)(C(F)(F)F)=O.[S:8]([O-:35])([O:11][N:12]1[C:18](=[O:19])[N:17]2[CH2:20][C@H:13]1[CH2:14][CH2:15][C@H:16]2[C:21]1[S:22][C:23]([CH2:26][NH:27]C(OC(C)(C)C)=O)=[N:24][N:25]=1)(=[O:10])=[O:9].[Na+]. (3) Given the product [F:33][C:30]1[CH:29]=[CH:28][C:27]([CH2:26][NH:25][C:23]([C:8]2[N:9]=[C:10]3[N:11]([C:12](=[O:13])[C:7]=2[OH:6])[CH2:21][S:18](=[O:19])(=[O:20])[NH:17][C:14]3([CH3:16])[CH3:15])=[O:24])=[CH:32][CH:31]=1, predict the reactants needed to synthesize it. The reactants are: ClCS([O:6][C:7]1[C:8]([C:23]([NH:25][CH2:26][C:27]2[CH:32]=[CH:31][C:30]([F:33])=[CH:29][CH:28]=2)=[O:24])=[N:9][C:10]([C:14]([NH:17][S:18]([CH2:21]Cl)(=[O:20])=[O:19])([CH3:16])[CH3:15])=[N:11][C:12]=1[OH:13])(=O)=O.C([O-])([O-])=O.[Cs+].[Cs+]. (4) Given the product [OH:6][C@@H:5]([CH2:4][OH:3])[CH2:7][N:8]1[CH:12]=[CH:11][C:10]([NH:13][C:14](=[O:37])[CH:15]([N:21]2[CH2:25][C:24]([O:26][C:27]3[CH:32]=[CH:31][CH:30]=[C:29]([O:33][CH3:34])[C:28]=3[Cl:35])=[CH:23][C:22]2=[O:36])[CH2:16][C:17]([F:20])([CH3:19])[CH3:18])=[N:9]1, predict the reactants needed to synthesize it. The reactants are: CC1(C)[O:6][C@H:5]([CH2:7][N:8]2[CH:12]=[CH:11][C:10]([NH:13][C:14](=[O:37])[CH:15]([N:21]3[CH2:25][C:24]([O:26][C:27]4[CH:32]=[CH:31][CH:30]=[C:29]([O:33][CH3:34])[C:28]=4[Cl:35])=[CH:23][C:22]3=[O:36])[CH2:16][C:17]([F:20])([CH3:19])[CH3:18])=[N:9]2)[CH2:4][O:3]1.Cl.O[C@@H](CO)CN1C=CC(NC(=O)C(N2CC(OC3C=CC=C(OCC)C=3Cl)=CC2=O)CC(F)(C)C)=N1. (5) Given the product [Br:1][C:2]1[CH:7]=[CH:6][C:5]([C:8](=[N:22][O:23][CH2:24][CH3:25])[CH:9]2[CH2:10][CH2:11][N:12]([C:15]3([CH3:21])[CH2:20][CH2:19][N:18]([C:38]([C:33]4[CH:32]=[C:31]([OH:41])[C:30]5[C:35](=[CH:36][CH:37]=[C:28]([CH2:26][CH3:27])[CH:29]=5)[N:34]=4)=[O:39])[CH2:17][CH2:16]3)[CH2:13][CH2:14]2)=[CH:4][CH:3]=1, predict the reactants needed to synthesize it. The reactants are: [Br:1][C:2]1[CH:7]=[CH:6][C:5]([C:8](=[N:22][O:23][CH2:24][CH3:25])[CH:9]2[CH2:14][CH2:13][N:12]([C:15]3([CH3:21])[CH2:20][CH2:19][NH:18][CH2:17][CH2:16]3)[CH2:11][CH2:10]2)=[CH:4][CH:3]=1.[CH2:26]([C:28]1[CH:29]=[C:30]2[C:35](=[CH:36][CH:37]=1)[N:34]=[C:33]([C:38](O)=[O:39])[CH:32]=[C:31]2[OH:41])[CH3:27].CCN(CC)CC.CN(C(ON1N=NC2C=CC=NC1=2)=[N+](C)C)C.F[P-](F)(F)(F)(F)F.